Dataset: Full USPTO retrosynthesis dataset with 1.9M reactions from patents (1976-2016). Task: Predict the reactants needed to synthesize the given product. (1) Given the product [Cl:7][C:8]1[CH:9]=[C:1]([C:2]([Cl:4])=[O:3])[NH:11][C:12]=1[C:13]([O:15][CH3:16])=[O:14], predict the reactants needed to synthesize it. The reactants are: [C:1](Cl)(=O)[C:2]([Cl:4])=[O:3].[Cl:7][C:8]1[CH:9]=C(C(O)=O)[NH:11][C:12]=1[C:13]([O:15][CH3:16])=[O:14].CN(C=O)C. (2) Given the product [F:18][C:19]1[C:25]([O:26][CH3:27])=[C:24]([F:28])[CH:23]=[CH:22][C:20]=1[NH:21][C:2]1[CH:3]=[CH:4][C:5]([O:8][C:9]2[CH:14]=[CH:13][CH:12]=[C:11]([N:15]([CH3:17])[CH3:16])[CH:10]=2)=[CH:6][N:7]=1, predict the reactants needed to synthesize it. The reactants are: Cl[C:2]1[N:7]=[CH:6][C:5]([O:8][C:9]2[CH:10]=[C:11]([N:15]([CH3:17])[CH3:16])[CH:12]=[CH:13][CH:14]=2)=[CH:4][CH:3]=1.[F:18][C:19]1[C:25]([O:26][CH3:27])=[C:24]([F:28])[CH:23]=[CH:22][C:20]=1[NH2:21].C1(P(C2C=CC=CC=2)C2C3OC4C(=CC=CC=4P(C4C=CC=CC=4)C4C=CC=CC=4)C(C)(C)C=3C=CC=2)C=CC=CC=1.C(=O)([O-])[O-].[Cs+].[Cs+]. (3) Given the product [C:9]([O:10][CH2:15][CH3:16])(=[O:12])[CH2:3][CH2:4][CH:5]=[CH:6][CH:7]=[CH:2][CH3:8], predict the reactants needed to synthesize it. The reactants are: [PH4+].[C:2]1([CH3:8])[CH:7]=[CH:6][CH:5]=[CH:4][CH:3]=1.[C:9](=[O:12])([O-])[O-:10].[K+].[K+].[CH:15](=O)/[CH:16]=C/C. (4) Given the product [Br:1][C:2]1[CH:3]=[CH:4][C:5]([C:8]([NH:11][C:24](=[O:25])[O:23][C:20]([CH3:22])([CH3:21])[CH3:19])([CH3:9])[CH3:10])=[CH:6][CH:7]=1, predict the reactants needed to synthesize it. The reactants are: [Br:1][C:2]1[CH:7]=[CH:6][C:5]([C:8]([NH2:11])([CH3:10])[CH3:9])=[CH:4][CH:3]=1.CCN(CC)CC.[CH3:19][C:20]([O:23][C:24](O[C:24]([O:23][C:20]([CH3:22])([CH3:21])[CH3:19])=[O:25])=[O:25])([CH3:22])[CH3:21].